Task: Predict the reactants needed to synthesize the given product.. Dataset: Full USPTO retrosynthesis dataset with 1.9M reactions from patents (1976-2016) (1) Given the product [Br:26][C:27]1[CH:32]=[C:31]2[C:30](=[CH:29][C:28]=1[F:45])[N:33]=[CH:34][C:35]([C:40]([CH:42]1[CH2:44][CH2:43]1)=[O:41])=[C:36]2[OH:38], predict the reactants needed to synthesize it. The reactants are: C1C=CC(C2C=CC=CC=2)=CC=1.C1C=CC(OC2C=CC=CC=2)=CC=1.[Br:26][C:27]1[CH:32]=[CH:31][C:30]([NH:33][CH:34]=[C:35]([C:40]([CH:42]2[CH2:44][CH2:43]2)=[O:41])[C:36]([O:38]C)=O)=[CH:29][C:28]=1[F:45]. (2) Given the product [CH3:13][CH:14]([CH3:26])[C:15]([O:17][N:18]([C:19]([O:21][C:22]([CH3:23])([CH3:25])[CH3:24])=[O:20])[S:7]([C:5]1[S:6][C:2]([Cl:1])=[CH:3][CH:4]=1)(=[O:9])=[O:8])=[O:16], predict the reactants needed to synthesize it. The reactants are: [Cl:1][C:2]1[S:6][C:5]([S:7](Cl)(=[O:9])=[O:8])=[CH:4][CH:3]=1.[H-].[Na+].[CH3:13][CH:14]([CH3:26])[C:15]([O:17][NH:18][C:19]([O:21][C:22]([CH3:25])([CH3:24])[CH3:23])=[O:20])=[O:16]. (3) Given the product [CH:23]([C:10]1[CH:11]=[CH:12][C:13]([OH:15])=[CH:14][C:9]=1[OH:8])([CH3:25])[CH3:24], predict the reactants needed to synthesize it. The reactants are: C([O:8][C:9]1[CH:14]=[C:13]([O:15]CC2C=CC=CC=2)[CH:12]=[CH:11][C:10]=1[C:23]([CH3:25])=[CH2:24])C1C=CC=CC=1.O.[H][H]. (4) Given the product [CH3:15][C:8]([C:6]1[CH:7]=[C:2]([B:17]([OH:21])[OH:18])[CH:3]=[N:4][CH:5]=1)([CH3:16])[CH2:9][O:10][C:11]([F:14])([F:13])[F:12], predict the reactants needed to synthesize it. The reactants are: Br[C:2]1[CH:3]=[N:4][CH:5]=[C:6]([C:8]([CH3:16])([CH3:15])[CH2:9][O:10][C:11]([F:14])([F:13])[F:12])[CH:7]=1.[B:17]1(B2OC(C)(C)C(C)(C)O2)[O:21]C(C)(C)C(C)(C)[O:18]1.C1(P(C2CCCCC2)C2CCCCC2)CCCCC1.C([O-])(=O)C.[K+]. (5) The reactants are: [N+:1]([C:4]1[CH:9]=[C:8]([Cl:10])[CH:7]=[C:6]([Br:11])[C:5]=1[O:12][CH3:13])([O-])=O.[Sn]. Given the product [NH2:1][C:4]1[CH:9]=[C:8]([Cl:10])[CH:7]=[C:6]([Br:11])[C:5]=1[O:12][CH3:13], predict the reactants needed to synthesize it. (6) Given the product [CH3:22][O:21][C:15]1[CH:14]=[C:13]([CH2:12][CH2:11][C:8]2[N:9]=[C:10]3[C:2]([C:49]([OH:51])=[O:50])=[C:3]([C:31]4[CH:36]=[CH:35][C:34]([N:37]5[CH2:42][CH2:41][N:40]([CH3:43])[CH2:39][CH2:38]5)=[CH:33][CH:32]=4)[N:4]([CH2:23][O:24][CH2:25][CH2:26][Si:27]([CH3:30])([CH3:29])[CH3:28])[C:5]3=[N:6][CH:7]=2)[CH:18]=[C:17]([O:19][CH3:20])[CH:16]=1, predict the reactants needed to synthesize it. The reactants are: Br[C:2]1[C:10]2[C:5](=[N:6][CH:7]=[C:8]([CH2:11][CH2:12][C:13]3[CH:18]=[C:17]([O:19][CH3:20])[CH:16]=[C:15]([O:21][CH3:22])[CH:14]=3)[N:9]=2)[N:4]([CH2:23][O:24][CH2:25][CH2:26][Si:27]([CH3:30])([CH3:29])[CH3:28])[C:3]=1[C:31]1[CH:36]=[CH:35][C:34]([N:37]2[CH2:42][CH2:41][N:40]([CH3:43])[CH2:39][CH2:38]2)=[CH:33][CH:32]=1.C([Li])CCC.[C:49](=[O:51])=[O:50]. (7) Given the product [F:1][C:2]([F:13])([F:14])[O:3][C:4]1[CH:5]=[CH:6][C:7]([CH2:10][CH2:11][NH2:12])=[CH:8][CH:9]=1, predict the reactants needed to synthesize it. The reactants are: [F:1][C:2]([F:14])([F:13])[O:3][C:4]1[CH:9]=[CH:8][C:7]([CH2:10][C:11]#[N:12])=[CH:6][CH:5]=1.N.[H][H].